Dataset: Forward reaction prediction with 1.9M reactions from USPTO patents (1976-2016). Task: Predict the product of the given reaction. (1) The product is: [CH:33]1([NH:36][C:8]([N:10]2[C:16]([CH3:17])=[CH:15][C:14]3[CH:18]=[CH:19][C:20]([Cl:22])=[CH:21][C:13]=3[C:12]([C:23]3[CH:28]=[CH:27][C:26]([N+:29]([O-:31])=[O:30])=[C:25]([CH3:32])[CH:24]=3)=[N:11]2)=[O:7])[CH2:35][CH2:34]1. Given the reactants C1([O:7][C:8]([N:10]2[C:16]([CH3:17])=[CH:15][C:14]3[CH:18]=[CH:19][C:20]([Cl:22])=[CH:21][C:13]=3[C:12]([C:23]3[CH:28]=[CH:27][C:26]([N+:29]([O-:31])=[O:30])=[C:25]([CH3:32])[CH:24]=3)=[N:11]2)=O)C=CC=CC=1.[CH:33]1([NH2:36])[CH2:35][CH2:34]1, predict the reaction product. (2) The product is: [CH3:12][O:13][C:14](=[O:28])[C:15]([O:18][C:19]1[C:24](/[CH:25]=[C:6]2\[C:7](=[O:11])[NH:8][C:9]3[C:5]\2=[CH:4][CH:3]=[C:2]([Cl:1])[CH:10]=3)=[CH:23][C:22]([Cl:27])=[CH:21][N:20]=1)([CH3:17])[CH3:16]. Given the reactants [Cl:1][C:2]1[CH:10]=[C:9]2[C:5]([CH2:6][C:7](=[O:11])[NH:8]2)=[CH:4][CH:3]=1.[CH3:12][O:13][C:14](=[O:28])[C:15]([O:18][C:19]1[C:24]([CH:25]=O)=[CH:23][C:22]([Cl:27])=[CH:21][N:20]=1)([CH3:17])[CH3:16].N1CCCC1, predict the reaction product. (3) Given the reactants C(OC([N:8]1[CH:12]=[CH:11][CH:10]=[C:9]1[C:13]1[CH:14]=[N:15][C:16]([NH2:29])=[C:17]([O:19][CH2:20][C:21]2[C:26]([Cl:27])=[CH:25][CH:24]=[CH:23][C:22]=2[Cl:28])[CH:18]=1)=O)(C)(C)C.C(=O)([O-])[O-].[Na+].[Na+], predict the reaction product. The product is: [Cl:27][C:26]1[CH:25]=[CH:24][CH:23]=[C:22]([Cl:28])[C:21]=1[CH2:20][O:19][C:17]1[C:16]([NH2:29])=[N:15][CH:14]=[C:13]([C:9]2[NH:8][CH:12]=[CH:11][CH:10]=2)[CH:18]=1. (4) Given the reactants [Br:1][C:2]1[CH:3]=[CH:4][C:5]2[N:6]([CH2:16][CH:17](O)[CH2:18][N:19]([C:32]3[CH:37]=[CH:36][CH:35]=[C:34]([O:38][CH3:39])[CH:33]=3)[S:20]([C:23]3[CH:28]=[CH:27][C:26]([N+:29]([O-:31])=[O:30])=[CH:25][CH:24]=3)(=[O:22])=[O:21])[C:7]3[C:12]([C:13]=2[CH:14]=1)=[CH:11][C:10]([Br:15])=[CH:9][CH:8]=3.C(N(S(F)(F)[F:47])CC)C, predict the reaction product. The product is: [Br:1][C:2]1[CH:3]=[CH:4][C:5]2[N:6]([CH2:16][CH:17]([F:47])[CH2:18][N:19]([C:32]3[CH:37]=[CH:36][CH:35]=[C:34]([O:38][CH3:39])[CH:33]=3)[S:20]([C:23]3[CH:28]=[CH:27][C:26]([N+:29]([O-:31])=[O:30])=[CH:25][CH:24]=3)(=[O:22])=[O:21])[C:7]3[C:12]([C:13]=2[CH:14]=1)=[CH:11][C:10]([Br:15])=[CH:9][CH:8]=3. (5) Given the reactants C([O:8][N:9]([CH:21]=[O:22])[CH2:10][C@@H:11]([CH2:15][CH:16]1[CH2:20][CH2:19][CH2:18][CH2:17]1)[C:12]([OH:14])=O)C1C=CC=CC=1.Cl.[NH2:24][C@@H:25]([CH2:44][C:45]1[CH:50]=[CH:49][CH:48]=[CH:47][CH:46]=1)[C:26]([N:28]1[CH2:33][CH2:32][CH:31]([NH:34][C:35](=[O:43])[C:36]2[CH:41]=[CH:40][C:39]([F:42])=[CH:38][CH:37]=2)[CH2:30][CH2:29]1)=[O:27], predict the reaction product. The product is: [CH:16]1([CH2:15][C@H:11]([CH2:10][N:9]([CH:21]=[O:22])[OH:8])[C:12]([NH:24][C@@H:25]([CH2:44][C:45]2[CH:46]=[CH:47][CH:48]=[CH:49][CH:50]=2)[C:26]([N:28]2[CH2:33][CH2:32][CH:31]([NH:34][C:35](=[O:43])[C:36]3[CH:41]=[CH:40][C:39]([F:42])=[CH:38][CH:37]=3)[CH2:30][CH2:29]2)=[O:27])=[O:14])[CH2:17][CH2:18][CH2:19][CH2:20]1. (6) Given the reactants [C:1](=[O:15])([O:10][C:11]([CH3:14])([CH3:13])[CH3:12])O[C:1]([O:10][C:11]([CH3:14])([CH3:13])[CH3:12])=[O:15].C(N(C(C)C)C(C)C)C.[Br:25][C:26]1[CH:27]=[CH:28][C:29]([F:45])=[C:30]([C:32]2([CH3:44])[CH2:37][C:36]3([CH2:42][CH2:41][O:40][CH2:39][CH2:38]3)[O:35][C:34]([NH2:43])=[N:33]2)[CH:31]=1, predict the reaction product. The product is: [Br:25][C:26]1[CH:27]=[CH:28][C:29]([F:45])=[C:30]([C:32]2([CH3:44])[CH2:37][C:36]3([CH2:38][CH2:39][O:40][CH2:41][CH2:42]3)[O:35][C:34]([NH:43][C:1](=[O:15])[O:10][C:11]([CH3:12])([CH3:13])[CH3:14])=[N:33]2)[CH:31]=1. (7) Given the reactants [F:1][C:2]([F:15])([F:14])[S:3]([O:6]S(C(F)(F)F)(=O)=O)(=[O:5])=[O:4].[Br:16][C:17]1[CH:22]=[C:21]([CH3:23])[C:20](O)=[C:19]([CH3:25])[CH:18]=1.N1C=CC=CC=1.Cl, predict the reaction product. The product is: [F:1][C:2]([F:15])([F:14])[S:3]([O:6][C:20]1[C:21]([CH3:23])=[CH:22][C:17]([Br:16])=[CH:18][C:19]=1[CH3:25])(=[O:5])=[O:4]. (8) Given the reactants [CH2:1]([O:8][C:9]1[C:14]([C:15]2[CH:20]=[CH:19][C:18]([CH3:21])=[CH:17][CH:16]=2)=[CH:13][C:12]([C:22](=[O:24])[CH3:23])=[CH:11][C:10]=1[C:25]([CH3:28])([CH3:27])[CH3:26])[C:2]1[CH:7]=[CH:6][CH:5]=[CH:4][CH:3]=1.[C:29]([C:32]1[CH:39]=[CH:38][C:35]([CH:36]=O)=[CH:34][CH:33]=1)([OH:31])=[O:30].[OH-].[K+].Cl, predict the reaction product. The product is: [CH2:1]([O:8][C:9]1[C:14]([C:15]2[CH:16]=[CH:17][C:18]([CH3:21])=[CH:19][CH:20]=2)=[CH:13][C:12]([C:22](=[O:24])/[CH:23]=[CH:36]/[C:35]2[CH:38]=[CH:39][C:32]([C:29]([OH:31])=[O:30])=[CH:33][CH:34]=2)=[CH:11][C:10]=1[C:25]([CH3:28])([CH3:27])[CH3:26])[C:2]1[CH:7]=[CH:6][CH:5]=[CH:4][CH:3]=1. (9) Given the reactants [Br:1][C:2]1[CH:3]=[C:4]([CH:7]([NH:17][CH2:18][CH2:19][CH:20]([CH3:22])[CH3:21])[CH2:8][O:9][Si:10]([C:13]([CH3:16])([CH3:15])[CH3:14])([CH3:12])[CH3:11])[S:5][CH:6]=1.[C:23]1([S:29](Cl)(=[O:31])=[O:30])[CH:28]=[CH:27][CH:26]=[CH:25][CH:24]=1.C1(C)C=CC=CC=1, predict the reaction product. The product is: [Br:1][C:2]1[CH:3]=[C:4]([CH:7]([N:17]([CH2:18][CH2:19][CH:20]([CH3:22])[CH3:21])[S:29]([C:23]2[CH:28]=[CH:27][CH:26]=[CH:25][CH:24]=2)(=[O:31])=[O:30])[CH2:8][O:9][Si:10]([C:13]([CH3:14])([CH3:15])[CH3:16])([CH3:12])[CH3:11])[S:5][CH:6]=1.